Predict the reaction yield, written as a fraction of the theoretical maximum amount of product (1.0 means a 100% yield; for example, 0.34 means a 34% yield). From a dataset of Reaction yield outcomes from USPTO patents with 853,638 reactions. (1) The reactants are [CH3:1][O:2][C:3]1[CH:12]=[CH:11][C:10]2[C:5](=[CH:6][CH:7]=[CH:8][CH:9]=2)[C:4]=1[C:13]([O:15][CH3:16])=[O:14].C(O)(C)(C)C.[K].[CH2:23](I)[CH2:24][CH:25]([CH3:27])[CH3:26]. The catalyst is N. The product is [CH3:1][O:2][C:3]1[C:4]([CH2:23][CH2:24][CH:25]([CH3:27])[CH3:26])([C:13]([O:15][CH3:16])=[O:14])[C:5]2[C:10]([CH2:11][CH:12]=1)=[CH:9][CH:8]=[CH:7][CH:6]=2. The yield is 0.850. (2) The yield is 0.360. The catalyst is ClCCl. The product is [CH3:7][N:6]1[C:2]([C:21]([C:20]2[S:19][CH:18]=[CH:8][CH:9]=2)=[O:24])=[CH:3][N:4]=[CH:5]1. The reactants are Br[C:2]1[N:6]([CH3:7])[CH:5]=[N:4][CH:3]=1.[CH2:8]([Mg]Br)[CH3:9].CON(C)C(C1[CH:21]=[CH:20][S:19][CH:18]=1)=O.Cl.[OH2:24]. (3) The reactants are [CH2:1]([Zn]CC)C.[Si:6]([O:23][CH2:24][C@@H:25]1[CH2:29][CH:28]=[CH:27][N:26]1[C:30]([O:32][C:33]([CH3:36])([CH3:35])[CH3:34])=[O:31])([C:19]([CH3:22])([CH3:21])[CH3:20])([C:13]1[CH:18]=[CH:17][CH:16]=[CH:15][CH:14]=1)[C:7]1[CH:12]=[CH:11][CH:10]=[CH:9][CH:8]=1.ClCI. The catalyst is C1(C)C=CC=CC=1. The product is [Si:6]([O:23][CH2:24][C@@H:25]1[CH2:29][CH:28]2[CH:27]([CH2:1]2)[N:26]1[C:30]([O:32][C:33]([CH3:36])([CH3:35])[CH3:34])=[O:31])([C:19]([CH3:21])([CH3:22])[CH3:20])([C:13]1[CH:18]=[CH:17][CH:16]=[CH:15][CH:14]=1)[C:7]1[CH:12]=[CH:11][CH:10]=[CH:9][CH:8]=1. The yield is 0.907.